This data is from Experimentally validated miRNA-target interactions with 360,000+ pairs, plus equal number of negative samples. The task is: Binary Classification. Given a miRNA mature sequence and a target amino acid sequence, predict their likelihood of interaction. (1) The miRNA is hsa-miR-4704-5p with sequence GACACUAGGCAUGUGAGUGAUU. The protein sequence of the target gene is MGFFSENSERNESVVSSPASKEPETQPASSTSYPDCHVDSSSVSSGYGTFCILDMNTHKAKEPTEPLEPGAASQGQHPASVVQAHGPAGGAAAINFFTQTPEELCASLKEDGSTFPGEFDRNFLGENKISEVYSGKANSGKSVTSWAQRLKQNQSKQAHTEDDCSGPKPGSELNWKPPADTFDLAADAARPCAFYINKPAESPSSWLSDSGTGLTYWKLEEKDMYHSLPETLEKTFAPSPAERPLSQVLTLDPGAIRMKPKEHVAGIQAHGFLHALDDRISFSPDSVLEPSLSRHSDTDS.... Result: 0 (no interaction). (2) The miRNA is hsa-miR-4784 with sequence UGAGGAGAUGCUGGGACUGA. The protein sequence of the target gene is MRRLPRALLLQLRLALLVAAGAPEVLVSAPRSLVWGPGLQAAVVLPVRYFYLQAVNSEGQNLTRSPAGETPFKVVVKSLSPKELVRIHVPKPLDRNDGTFLMRYRMYETVDEGLKIEVLYGDEHVAQSPYILKGPVYHEYCECPEDPQAWQKTLSCPTKEPQIAKDFASFPSINLQQMLKEVPKRFGDERGAIVHYTILNNHVYRRSLGKYTDFKMFSDEILLSLTRKVLLPDLEFYVNLGDWPLEHRKVNGTPSPIPIISWCGSLDSRDVVLPTYDITHSMLEAMRGVTNDLLSIQGNT.... Result: 1 (interaction). (3) The protein sequence of the target gene is MLLFVEVTSKGTGLNPNAKVWQEIPSGNPDGTPVTEPSWHETAATSGSHPEGHTELSEDMCKEYEVMYSPSCETTRNTADVEESADGMILGPEDLSYQLYDVSGESSSAISTEDLKECLKKQLEFCFSRENLSKDLYLISQMDSDQFVPIWTVANMEEIKKLTTNTDLILEVLRSSPMVQVDEKGEKVRPSHKRCIVILREIPETTPVEEVKALFKNENCPKVISCEFAHNSNWYITFQSDTDAQQAFKYLREEVKTFQGKPIMARIKAINTFFAKNGYRLMDSSMYTQPIQTPTQYPSP.... Result: 0 (no interaction). The miRNA is mmu-miR-344f-5p with sequence AGUCAGUCUCCUGGCUGGAGUC. (4) The miRNA is hsa-miR-4482-5p with sequence AACCCAGUGGGCUAUGGAAAUG. The protein sequence of the target gene is MNLQLVFWIGLISLICSVFGQTDKNRCLKANAKSCGECIQAGPNCGWCTNTTFLQEGMPTSARCDDLEALKKKGCHPSDIENPRGSQTIKKNKNVTNRSKGMAEKLRPEDITQIQPQQLLLKLRSGEPQKFTLKFKRAEDYPIDLYYLMDLSYSMKDDLENVKSLGTDLMNEMRRITSDFRIGFGSFVEKTVMPYISTTPAKLRNPCTSEQNCTSPFSYKNVLSLTDRGEFFNELVGQQRISGNLDSPEGGFDAIMQVAVCGSLIGWRNVTRLLVFSTDAGFHFAGDGKLGGIVLPNDGQ.... Result: 0 (no interaction). (5) The miRNA is hsa-miR-4251 with sequence CCUGAGAAAAGGGCCAA. The protein sequence of the target gene is MFQTLIQKVWVPMKPYYTQVYQEIWVGVGLMSLIVYKIRSADKRSKALKGPAPAHGHH. Result: 0 (no interaction). (6) The miRNA is rno-miR-378a-5p with sequence CUCCUGACUCCAGGUCCUGUGU. The protein sequence of the target gene is MFVLSIALLSCTTLCAATTEWWGDLRAHLNPARQAPFYDVTYDEKVNVCPQGLHADAIPEYVYFGTMLATMTVDEHDQCLQKCAEKPRCKAVNFFHPFAYQEKGFCELLTEGQLDNPSLMRPFRKATYYEKIRCRELDDVEDVEEAAPIGSEITEKLPEDMAREKKLDMSKLMKKLSAKVKEFNGGAGGFRAAR. Result: 0 (no interaction). (7) The miRNA is dme-miR-iab-4-5p with sequence ACGUAUACUGAAUGUAUCCUGA. The protein sequence of the target gene is MAKHHPDLIFCRKQAGVAIGRLCEKCDGKCVICDSYVRPCTLVRICDECNYGSYQGRCVICGGPGVSDAYYCKECTIQEKDRDGCPKIVNLGSSKTDLFYERKKYGFKKR. Result: 0 (no interaction). (8) The miRNA is hsa-miR-3619-5p with sequence UCAGCAGGCAGGCUGGUGCAGC. The protein sequence of the target gene is MADHSFSDGVPSDSVEAAKNASNTEKLTDQVMQNPRVLAALQERLDNVPHTPSSYIETLPKAVKRRINALKQLQVRCAHIEAKFYEEVHDLERKYAALYQPLFDKRREFITGDVEPTDAESEWHSENEEEEKLAGDMKSKVVVTEKAAATAEEPDPKGIPEFWFTIFRNVDMLSELVQEYDEPILKHLQDIKVKFSDPGQPMSFVLEFHFEPNDYFTNSVLTKTYKMKSEPDKADPFSFEGPEIVDCDGCTIDWKKGKNVTVKTIKKKQKHKGRGTVRTITKQVPNESFFNFFNPLKASG.... Result: 1 (interaction). (9) The protein sequence of the target gene is MTMESREMDCYLRRLKQELMSMKEVGDGLQDQMNCMMGALQELKLLQVQTALEQLEISGGGPVPGSPEGPRTQCEHPCWEGGRGPARPTVCSPSSQPSLGSSTKFPSHRSVCGRDLAPLPRTQPHQSCAQQGPERVEPDDWTSTLMSRGRNRQPLVLGDNVFADLVGNWLDLPELEKGGEKGETGGAREPKGEKGQPQELGRRFALTANIFKKFLRSVRPDRDRLLKEKPGWVTPMVPESRTGRSQKVKKRSLSKGSGHFPFPGTGEHRRGENPPTSCPKALEHSPSGFDINTAVWV. The miRNA is hsa-miR-661 with sequence UGCCUGGGUCUCUGGCCUGCGCGU. Result: 1 (interaction).